Dataset: Reaction yield outcomes from USPTO patents with 853,638 reactions. Task: Predict the reaction yield, written as a fraction of the theoretical maximum amount of product (1.0 means a 100% yield; for example, 0.34 means a 34% yield). (1) The reactants are [CH3:1][N:2]([CH3:8])[C:3](=[O:7])[C:4]([OH:6])=O.[C:9](Cl)(=[O:13])[C:10](Cl)=[O:11].[CH2:15]([NH:17][C:18]12[CH2:26][CH2:25][CH:22]([CH2:23][CH2:24]1)[CH2:21][N:20]1C(=O)C(OC(C3C=CC=CC=3)=O)=[C:29]([C:31]([O:33]CC)=O)[N:30]=[C:19]21)[CH3:16].C(N(C(C)C)CC)(C)C.C([O-])(O)=O.[Na+].CNC.[F:63][C:64]1[CH:69]=[CH:68][C:67]([CH2:70][NH2:71])=[CH:66][CH:65]=1.C(N(CC)CC)C. The catalyst is C(Cl)Cl.CN(C=O)C.C(O)C. The product is [CH3:16][CH2:15][N:17]([C:18]12[C:19]3=[N:30][C:29]([C:31]([NH:71][CH2:70][C:67]4[CH:68]=[CH:69][C:64]([F:63])=[CH:65][CH:66]=4)=[O:33])=[C:9]([OH:13])[C:10](=[O:11])[N:20]3[CH2:21][CH:22]([CH2:23][CH2:24]1)[CH2:25][CH2:26]2)[C:4]([C:3]([N:2]([CH3:8])[CH3:1])=[O:7])=[O:6]. The yield is 0.110. (2) The reactants are [NH:1]1[C:9]2[C:4](=[CH:5][CH:6]=[CH:7][CH:8]=2)[CH:3]=[CH:2]1.Cl[C:11]1[CH:16]=[CH:15][C:14]([CH3:17])=[CH:13][CH:12]=1.CC([O-])(C)C.[Na+]. The catalyst is C1C=CC(/C=C/C(/C=C/C2C=CC=CC=2)=O)=CC=1.C1C=CC(/C=C/C(/C=C/C2C=CC=CC=2)=O)=CC=1.C1C=CC(/C=C/C(/C=C/C2C=CC=CC=2)=O)=CC=1.[Pd].[Pd].C1(P(C2CCCCC2)C2C=CC=CC=2C2C=CC=CC=2OC)CCCCC1.C1(C)C=CC=CC=1. The product is [CH3:17][C:14]1[CH:15]=[CH:16][C:11]([N:1]2[C:9]3[C:4](=[CH:5][CH:6]=[CH:7][CH:8]=3)[CH:3]=[CH:2]2)=[CH:12][CH:13]=1. The yield is 0.940. (3) The reactants are [CH2:1]([O:3][C:4](=[O:13])[CH2:5][C:6]1[N:7]=[C:8](Br)[S:9][C:10]=1[Cl:11])[CH3:2].[CH:14]([Si:17]([C:24]#[CH:25])([CH:21]([CH3:23])[CH3:22])[CH:18]([CH3:20])[CH3:19])([CH3:16])[CH3:15]. The catalyst is [Cu]I.Cl[Pd](Cl)([P](C1C=CC=CC=1)(C1C=CC=CC=1)C1C=CC=CC=1)[P](C1C=CC=CC=1)(C1C=CC=CC=1)C1C=CC=CC=1.C1COCC1. The product is [CH2:1]([O:3][C:4](=[O:13])[CH2:5][C:6]1[N:7]=[C:8]([C:25]#[C:24][Si:17]([CH:14]([CH3:16])[CH3:15])([CH:21]([CH3:23])[CH3:22])[CH:18]([CH3:20])[CH3:19])[S:9][C:10]=1[Cl:11])[CH3:2]. The yield is 0.750. (4) The reactants are C(OC([N:8]1[CH:17]([CH:18]([OH:36])[CH:19]([O:21][C:22](=[O:35])[CH:23]([NH:27]C(OC(C)(C)C)=O)[CH:24]([CH3:26])[CH3:25])[CH3:20])[CH2:16][NH:15][C:14]2[NH:13][C:12]([NH2:37])=[N:11][C:10](=[O:38])[C:9]1=2)=O)(C)(C)C.[ClH:39].O1CCOCC1. The catalyst is O1CCOCC1. The product is [ClH:39].[ClH:39].[NH2:37][C:12]1[NH:11][C:10](=[O:38])[C:9]2[NH:8][CH:17]([CH:18]([OH:36])[CH:19]([O:21][C:22](=[O:35])[CH:23]([NH2:27])[CH:24]([CH3:25])[CH3:26])[CH3:20])[CH2:16][NH:15][C:14]=2[N:13]=1. The yield is 1.00. (5) The reactants are NC[C:3]1[CH:4]=[C:5]([C:9]2[O:13][C:12]([C:14]3[C:15]([NH2:32])=[N:16][CH:17]=[C:18]([C:20]4[CH:25]=[CH:24][C:23]([S:26]([CH:29]([CH3:31])[CH3:30])(=[O:28])=[O:27])=[CH:22][CH:21]=4)[N:19]=3)=[N:11][N:10]=2)[CH:6]=[CH:7][CH:8]=1.CI.C(=O)([O-])[O-].[K+].[K+].[CH3:41][N:42]([CH:44]=O)[CH3:43]. The catalyst is C(OCC)(=O)C. The product is [CH3:43][N:42]([CH2:44][C:3]1[CH:4]=[C:5]([C:9]2[O:13][C:12]([C:14]3[C:15]([NH2:32])=[N:16][CH:17]=[C:18]([C:20]4[CH:25]=[CH:24][C:23]([S:26]([CH:29]([CH3:30])[CH3:31])(=[O:27])=[O:28])=[CH:22][CH:21]=4)[N:19]=3)=[N:11][N:10]=2)[CH:6]=[CH:7][CH:8]=1)[CH3:41]. The yield is 0.240. (6) The reactants are [CH:1]1[C:10]2[C:5](=[CH:6][CH:7]=[CH:8][CH:9]=2)[CH:4]=[C:3]([C:11]([NH:13][C:14]2[NH:18][C:17]3[C:19]([O:26][CH3:27])=[CH:20][CH:21]=[C:22]([C:23](O)=[O:24])[C:16]=3[N:15]=2)=[O:12])[N:2]=1.CN(C(ON1N=NC2C=CC=CC1=2)=[N+](C)C)C.F[P-](F)(F)(F)(F)F.CCN(C(C)C)C(C)C.Cl.[CH3:62][S:63]([C:66]1[CH:73]=[CH:72][C:69]([CH2:70][NH2:71])=[CH:68][CH:67]=1)(=[O:65])=[O:64]. The catalyst is CN(C=O)C.[Cl-].[Na+].O. The product is [CH3:62][S:63]([C:66]1[CH:73]=[CH:72][C:69]([CH2:70][NH:71][C:23]([C:22]2[C:16]3[NH:15][C:14]([NH:13][C:11]([C:3]4[N:2]=[CH:1][C:10]5[C:5]([CH:4]=4)=[CH:6][CH:7]=[CH:8][CH:9]=5)=[O:12])=[N:18][C:17]=3[C:19]([O:26][CH3:27])=[CH:20][CH:21]=2)=[O:24])=[CH:68][CH:67]=1)(=[O:64])=[O:65]. The yield is 0.260. (7) The reactants are [CH2:1]([O:8][C:9]1[C:14]([OH:15])=[CH:13][CH:12]=[CH:11][C:10]=1[C:16]1[CH:21]=[CH:20][CH:19]=[CH:18][CH:17]=1)[C:2]1[CH:7]=[CH:6][CH:5]=[CH:4][CH:3]=1.N1C=CC=CC=1.[S:28](O[S:28]([C:31]([F:34])([F:33])[F:32])(=[O:30])=[O:29])([C:31]([F:34])([F:33])[F:32])(=[O:30])=[O:29].O. The catalyst is ClCCl. The product is [F:32][C:31]([F:34])([F:33])[S:28]([O:15][C:14]1[C:9]([O:8][CH2:1][C:2]2[CH:3]=[CH:4][CH:5]=[CH:6][CH:7]=2)=[C:10]([C:16]2[CH:21]=[CH:20][CH:19]=[CH:18][CH:17]=2)[CH:11]=[CH:12][CH:13]=1)(=[O:30])=[O:29]. The yield is 0.970. (8) The reactants are [Cl:1][C:2]1[CH:7]=[CH:6][C:5]([S:8]([CH2:11][C:12]2[CH:17]=[C:16]([F:18])[CH:15]=[CH:14][C:13]=2[F:19])(=[O:10])=[O:9])=[CH:4][CH:3]=1.[CH3:20][S:21][CH2:22][CH2:23][CH2:24][CH2:25]O.C(C=P(CCCC)(CCCC)CCCC)#N.CCCCCC. The catalyst is C1(C)C=CC=CC=1. The product is [Cl:1][C:2]1[CH:7]=[CH:6][C:5]([S:8]([CH:11]([C:12]2[CH:17]=[C:16]([F:18])[CH:15]=[CH:14][C:13]=2[F:19])[CH2:25][CH2:24][CH2:23][CH2:22][S:21][CH3:20])(=[O:10])=[O:9])=[CH:4][CH:3]=1. The yield is 0.440.